This data is from Reaction yield outcomes from USPTO patents with 853,638 reactions. The task is: Predict the reaction yield, written as a fraction of the theoretical maximum amount of product (1.0 means a 100% yield; for example, 0.34 means a 34% yield). The reactants are [F:1][C:2]1[CH:3]=[C:4]2[C:9](=[C:10]([NH2:12])[CH:11]=1)[N:8]=[CH:7][CH:6]=[CH:5]2.[N:13]1[CH:18]=[CH:17][CH:16]=[CH:15][C:14]=1[S:19](Cl)(=[O:21])=[O:20].N1C=CC=CC=1. The catalyst is CN(C1C=CN=CC=1)C.C(Cl)Cl. The product is [F:1][C:2]1[CH:3]=[C:4]2[C:9](=[C:10]([NH:12][S:19]([C:14]3[CH:15]=[CH:16][CH:17]=[CH:18][N:13]=3)(=[O:21])=[O:20])[CH:11]=1)[N:8]=[CH:7][CH:6]=[CH:5]2. The yield is 0.430.